Dataset: Reaction yield outcomes from USPTO patents with 853,638 reactions. Task: Predict the reaction yield, written as a fraction of the theoretical maximum amount of product (1.0 means a 100% yield; for example, 0.34 means a 34% yield). (1) The reactants are [Cl:1][C:2]1[CH:10]=[CH:9][CH:8]=[C:7]2[C:3]=1[C:4]([C:21](=[O:32])[NH:22][CH2:23][CH:24]1[CH2:29][CH2:28][C:27]([F:31])([F:30])[CH2:26][CH2:25]1)=[CH:5][N:6]2[CH2:11][CH2:12][NH:13]C(=O)OC(C)(C)C.C(O)(C(F)(F)F)=O. The catalyst is C(Cl)Cl. The product is [NH2:13][CH2:12][CH2:11][N:6]1[C:7]2[C:3](=[C:2]([Cl:1])[CH:10]=[CH:9][CH:8]=2)[C:4]([C:21]([NH:22][CH2:23][CH:24]2[CH2:29][CH2:28][C:27]([F:30])([F:31])[CH2:26][CH2:25]2)=[O:32])=[CH:5]1. The yield is 0.510. (2) The reactants are [CH3:1][C:2]1[N:7]=[C:6]([C:8]2[CH:17]=[C:16]([O:18][CH:19]3[CH2:36][CH:35]4[CH:21]([C:22](=[O:42])[N:23]([CH3:41])[CH2:24][CH2:25][CH2:26][CH2:27][CH:28]=[CH:29][CH:30]5[C:32]([C:38]([OH:40])=O)([NH:33][C:34]4=[O:37])[CH2:31]5)[CH2:20]3)[C:15]3[C:10](=[C:11]([CH3:45])[C:12]([O:43][CH3:44])=[CH:13][CH:14]=3)[N:9]=2)[CH:5]=[CH:4][CH:3]=1.C1N=CN(C(N2C=NC=C2)=O)C=1.[CH:58]1([S:61]([NH2:64])(=[O:63])=[O:62])[CH2:60][CH2:59]1.C1CCN2C(=NCCC2)CC1.C(O)(=O)CC(CC(O)=O)(C(O)=O)O. The catalyst is C1COCC1. The product is [CH3:1][C:2]1[N:7]=[C:6]([C:8]2[CH:17]=[C:16]([O:18][CH:19]3[CH2:36][CH:35]4[CH:21]([C:22](=[O:42])[N:23]([CH3:41])[CH2:24][CH2:25][CH2:26][CH2:27][CH:28]=[CH:29][CH:30]5[C:32]([C:38]([NH:64][S:61]([CH:58]6[CH2:60][CH2:59]6)(=[O:63])=[O:62])=[O:40])([NH:33][C:34]4=[O:37])[CH2:31]5)[CH2:20]3)[C:15]3[C:10](=[C:11]([CH3:45])[C:12]([O:43][CH3:44])=[CH:13][CH:14]=3)[N:9]=2)[CH:5]=[CH:4][CH:3]=1. The yield is 0.520. (3) The reactants are C[Al](C)C.[CH:5]1([CH2:8][NH2:9])[CH2:7][CH2:6]1.C[O:11][C:12](=O)[C:13]1[CH:18]=[CH:17][C:16]([O:19][CH2:20][C:21]2[C:22]([C:30]3[CH:35]=[CH:34][CH:33]=[CH:32][CH:31]=3)=[N:23][O:24][C:25]=2[C:26]([F:29])([F:28])[F:27])=[N:15][CH:14]=1.O. The catalyst is O1CCOCC1. The product is [CH:5]1([CH2:8][NH:9][C:12](=[O:11])[C:13]2[CH:18]=[CH:17][C:16]([O:19][CH2:20][C:21]3[C:22]([C:30]4[CH:35]=[CH:34][CH:33]=[CH:32][CH:31]=4)=[N:23][O:24][C:25]=3[C:26]([F:29])([F:28])[F:27])=[N:15][CH:14]=2)[CH2:7][CH2:6]1. The yield is 0.830. (4) The reactants are C([O:8][C:9]1[CH:14]=[CH:13][C:12]([C:15]2[C:19]([C:20]3[CH:25]=[CH:24][N:23]=[CH:22][CH:21]=3)=[CH:18][N:17]([CH3:26])[N:16]=2)=[CH:11][CH:10]=1)C1C=CC=CC=1. The catalyst is CCOC(C)=O.CCO.[Pd]. The product is [CH3:26][N:17]1[CH:18]=[C:19]([C:20]2[CH:21]=[CH:22][N:23]=[CH:24][CH:25]=2)[C:15]([C:12]2[CH:13]=[CH:14][C:9]([OH:8])=[CH:10][CH:11]=2)=[N:16]1. The yield is 0.890. (5) The catalyst is O1CCOCC1.C(OCC)(=O)C. The reactants are [Br:1][C:2]1[CH:3]=[C:4]([N:16](S(C)(=O)=O)[S:17]([CH3:20])(=[O:19])=[O:18])[C:5]([NH:8][C:9](=[O:15])[O:10][C:11]([CH3:14])([CH3:13])[CH3:12])=[N:6][CH:7]=1.CN(C)CCN. The product is [Br:1][C:2]1[CH:3]=[C:4]([NH:16][S:17]([CH3:20])(=[O:19])=[O:18])[C:5]([NH:8][C:9](=[O:15])[O:10][C:11]([CH3:14])([CH3:13])[CH3:12])=[N:6][CH:7]=1. The yield is 1.00. (6) The reactants are [F:1][C:2]([F:12])([F:11])[C:3]1[CH:4]=[C:5]([NH2:10])[C:6]([NH2:9])=[CH:7][CH:8]=1.[C:13](OCC)(=[O:19])[C:14](OCC)=[O:15]. No catalyst specified. The product is [F:1][C:2]([F:11])([F:12])[C:3]1[CH:4]=[C:5]2[C:6](=[CH:7][CH:8]=1)[NH:9][C:14](=[O:15])[C:13](=[O:19])[NH:10]2. The yield is 0.960.